Dataset: Forward reaction prediction with 1.9M reactions from USPTO patents (1976-2016). Task: Predict the product of the given reaction. The product is: [CH2:13]([O:12][C:10]1[CH:11]=[C:2]2[C:3]([C:4](=[O:5])[NH:24][CH:22]=[N:1]2)=[CH:8][C:9]=1[O:20][CH3:21])[C:14]1[CH:19]=[CH:18][CH:17]=[CH:16][CH:15]=1. Given the reactants [NH2:1][C:2]1[CH:11]=[C:10]([O:12][CH2:13][C:14]2[CH:19]=[CH:18][CH:17]=[CH:16][CH:15]=2)[C:9]([O:20][CH3:21])=[CH:8][C:3]=1[C:4](OC)=[O:5].[CH:22]([NH2:24])=O.C[O-].[Na+].Cl, predict the reaction product.